The task is: Predict the reactants needed to synthesize the given product.. This data is from Full USPTO retrosynthesis dataset with 1.9M reactions from patents (1976-2016). (1) Given the product [CH3:1][O:2][CH2:3][CH2:4][CH2:5][N:6]1[C:11]2[CH:12]=[C:13]([CH2:16][O:17][C@H:18]3[CH2:23][N:22]([S:24]([C:27]4[CH:28]=[CH:29][C:30]([CH3:33])=[CH:31][CH:32]=4)(=[O:26])=[O:25])[C@H:21]([CH2:34][C:35]([CH3:40])([CH3:39])[C:36]([NH:55][CH2:54][CH:51]4[CH2:52][CH2:53][O:48][CH2:49][CH2:50]4)=[O:37])[CH2:20][CH2:19]3)[CH:14]=[CH:15][C:10]=2[O:9][C:8]([CH3:47])([C:41]2[CH:42]=[CH:43][CH:44]=[CH:45][CH:46]=2)[CH2:7]1, predict the reactants needed to synthesize it. The reactants are: [CH3:1][O:2][CH2:3][CH2:4][CH2:5][N:6]1[C:11]2[CH:12]=[C:13]([CH2:16][O:17][C@H:18]3[CH2:23][N:22]([S:24]([C:27]4[CH:32]=[CH:31][C:30]([CH3:33])=[CH:29][CH:28]=4)(=[O:26])=[O:25])[C@H:21]([CH2:34][C:35]([CH3:40])([CH3:39])[C:36](O)=[O:37])[CH2:20][CH2:19]3)[CH:14]=[CH:15][C:10]=2[O:9][C:8]([CH3:47])([C:41]2[CH:46]=[CH:45][CH:44]=[CH:43][CH:42]=2)[CH2:7]1.[O:48]1[CH2:53][CH2:52][CH:51]([CH2:54][NH2:55])[CH2:50][CH2:49]1. (2) Given the product [C:1]([O:5][CH:6]([C:12]1[C:16]([C:17]2[CH:18]=[CH:19][C:20]3[O:25][CH2:24][CH2:23][CH2:22][C:21]=3[CH:26]=2)=[C:15]([C:27]2[CH:32]=[CH:31][N:30]=[CH:29][CH:28]=2)[S:14][C:13]=1[CH:33]=[O:35])[C:7]([O:9][CH2:10][CH3:11])=[O:8])([CH3:4])([CH3:2])[CH3:3], predict the reactants needed to synthesize it. The reactants are: [C:1]([O:5][CH:6]([C:12]1[C:16]([C:17]2[CH:18]=[CH:19][C:20]3[O:25][CH2:24][CH2:23][CH2:22][C:21]=3[CH:26]=2)=[C:15]([C:27]2[CH:32]=[CH:31][N:30]=[CH:29][CH:28]=2)[S:14][C:13]=1[CH3:33])[C:7]([O:9][CH2:10][CH3:11])=[O:8])([CH3:4])([CH3:3])[CH3:2].[Se](=O)=[O:35]. (3) Given the product [C:1]([O:6][CH2:7][CH2:8][CH2:9][CH2:10][CH2:11][CH2:12][CH2:13][CH2:14][CH2:15][CH2:16][CH2:17][CH3:18])(=[O:5])[C:2]([CH3:4])=[CH2:3].[C:19]([O:24][CH2:25][CH:26]([CH2:31][CH3:32])[CH2:27][CH2:28][CH2:29][CH3:30])(=[O:23])[C:20]([CH3:22])=[CH2:21].[C:33]([O:37][CH2:38][CH:39]([CH2:44][CH3:45])[CH2:40][CH2:41][CH2:42][CH3:43])(=[O:36])[CH:34]=[CH2:35], predict the reactants needed to synthesize it. The reactants are: [C:1]([O:6][CH2:7][CH2:8][CH2:9][CH2:10][CH2:11][CH2:12][CH2:13][CH2:14][CH2:15][CH2:16][CH2:17][CH3:18])(=[O:5])[C:2]([CH3:4])=[CH2:3].[C:19]([O:24][CH2:25][CH:26]([CH2:31][CH3:32])[CH2:27][CH2:28][CH2:29][CH3:30])(=[O:23])[C:20]([CH3:22])=[CH2:21].[C:33]([O:37][CH2:38][CH:39]([CH2:44][CH3:45])[CH2:40][CH2:41][CH2:42][CH3:43])(=[O:36])[CH:34]=[CH2:35].C(OOC(=O)C1C=CC=CC=1)(=O)C1C=CC=CC=1. (4) Given the product [CH3:1][O:2][C:3]1[CH:4]=[C:5]([C:11]2[O:19][C:18]3[C:13](=[N:14][CH:15]=[CH:16][C:17]=3[C:20]3[C:21]([CH3:27])=[C:22]([NH:23][C:37]([C:29]4[S:28][C:32]5[CH2:33][CH2:34][CH2:35][CH2:36][C:31]=5[CH:30]=4)=[O:38])[CH:24]=[CH:25][CH:26]=3)[CH:12]=2)[CH:6]=[CH:7][C:8]=1[O:9][CH3:10], predict the reactants needed to synthesize it. The reactants are: [CH3:1][O:2][C:3]1[CH:4]=[C:5]([C:11]2[O:19][C:18]3[C:13](=[N:14][CH:15]=[CH:16][C:17]=3[C:20]3[C:21]([CH3:27])=[C:22]([CH:24]=[CH:25][CH:26]=3)[NH2:23])[CH:12]=2)[CH:6]=[CH:7][C:8]=1[O:9][CH3:10].[S:28]1[C:32]2[CH2:33][CH2:34][CH2:35][CH2:36][C:31]=2[CH:30]=[C:29]1[C:37](Cl)=[O:38].C(N(C(C)C)C(C)C)C. (5) The reactants are: Cl.[Br:2][C:3]1[CH:4]=[CH:5][CH:6]=[C:7]2[C:12]=1[CH2:11][NH:10][CH2:9][C:8]2=[O:13].C(O)C.[CH3:17][C:18]([O:21][C:22](O[C:22]([O:21][C:18]([CH3:20])([CH3:19])[CH3:17])=[O:23])=[O:23])([CH3:20])[CH3:19].CCN(C(C)C)C(C)C. Given the product [Br:2][C:3]1[CH:4]=[CH:5][CH:6]=[C:7]2[C:12]=1[CH2:11][N:10]([C:22]([O:21][C:18]([CH3:20])([CH3:19])[CH3:17])=[O:23])[CH2:9][C:8]2=[O:13], predict the reactants needed to synthesize it.